From a dataset of Catalyst prediction with 721,799 reactions and 888 catalyst types from USPTO. Predict which catalyst facilitates the given reaction. (1) Reactant: [CH3:1][O:2][C:3]1[CH:33]=[CH:32][C:6]([CH2:7][N:8]2[C:13](=[O:14])[CH:12](C(OC)=O)[C:11](=[O:19])[C:10]3([CH2:24][CH2:23][N:22]([C:25]([O:27][C:28]([CH3:31])([CH3:30])[CH3:29])=[O:26])[CH2:21][CH2:20]3)[CH2:9]2)=[CH:5][CH:4]=1.O. Product: [CH3:1][O:2][C:3]1[CH:4]=[CH:5][C:6]([CH2:7][N:8]2[C:13](=[O:14])[CH2:12][C:11](=[O:19])[C:10]3([CH2:24][CH2:23][N:22]([C:25]([O:27][C:28]([CH3:29])([CH3:31])[CH3:30])=[O:26])[CH2:21][CH2:20]3)[CH2:9]2)=[CH:32][CH:33]=1. The catalyst class is: 10. (2) Reactant: [Cl:1][C:2]1[CH:7]=[CH:6][C:5]([C@H:8]2[CH2:12][NH:11][C:10](=[O:13])[CH2:9]2)=[CH:4][C:3]=1[F:14].[CH3:15][C:16]([O:19][C:20](O[C:20]([O:19][C:16]([CH3:18])([CH3:17])[CH3:15])=[O:21])=[O:21])([CH3:18])[CH3:17]. Product: [Cl:1][C:2]1[CH:7]=[CH:6][C:5]([C@H:8]2[CH2:12][N:11]([C:20]([O:19][C:16]([CH3:18])([CH3:17])[CH3:15])=[O:21])[C:10](=[O:13])[CH2:9]2)=[CH:4][C:3]=1[F:14]. The catalyst class is: 649. (3) Reactant: [Br:1][C:2]1[CH:6]=[CH:5][S:4][C:3]=1/[C:7](/[NH:14][CH:15]([C:17]1[S:18][CH:19]=[CH:20][N:21]=1)[CH3:16])=[C:8](\[C:12]#[N:13])/[C:9]([OH:11])=O.[CH:22]([NH2:25])([CH3:24])[CH3:23].OC1C2N=NNC=2C=CC=1.C(N(C(C)C)CC)(C)C.C1(N=C=NC2CCCCC2)CCCCC1. Product: [Br:1][C:2]1[CH:6]=[CH:5][S:4][C:3]=1[C:7]([NH:14][CH:15]([C:17]1[S:18][CH:19]=[CH:20][N:21]=1)[CH3:16])=[C:8]([C:12]#[N:13])[C:9]([NH:25][CH:22]([CH3:24])[CH3:23])=[O:11]. The catalyst class is: 2. (4) Reactant: Br[C:2]1[CH:7]=[CH:6][N:5]=[C:4]2[N:8]([CH2:11][O:12][CH2:13][CH2:14][Si:15]([CH3:18])([CH3:17])[CH3:16])[CH:9]=[CH:10][C:3]=12.C([Mg]Cl)(C)C.[Cl:24][CH2:25][C:26](N(OC)C)=[O:27]. Product: [Cl:24][CH2:25][C:26]([C:2]1[CH:7]=[CH:6][N:5]=[C:4]2[N:8]([CH2:11][O:12][CH2:13][CH2:14][Si:15]([CH3:18])([CH3:17])[CH3:16])[CH:9]=[CH:10][C:3]=12)=[O:27]. The catalyst class is: 332. (5) Reactant: [CH:1]1([NH:4][C:5]2[N:13]=[C:12]([NH:14]C(=O)C(C)C)[N:11]=[C:10]3[C:6]=2[N:7]=[CH:8][N:9]3[C@@H:20]2[CH2:24][C@H:23]([CH2:25][OH:26])[CH:22]=[CH:21]2)[CH2:3][CH2:2]1.[OH-].[Na+].C1(C)C=CC=CC=1.[OH:36][S:37]([OH:40])(=[O:39])=[O:38]. Product: [CH2:2]1[CH:1]([NH:4][C:5]2[C:6]3[N:7]=[CH:8][N:9]([C@H:20]4[CH:21]=[CH:22][C@@H:23]([CH2:25][OH:26])[CH2:24]4)[C:10]=3[N:11]=[C:12]([NH2:14])[N:13]=2)[CH2:3]1.[CH2:2]1[CH:1]([NH:4][C:5]2[C:6]3[N:7]=[CH:8][N:9]([C@H:20]4[CH:21]=[CH:22][C@@H:23]([CH2:25][OH:26])[CH2:24]4)[C:10]=3[N:11]=[C:12]([NH2:14])[N:13]=2)[CH2:3]1.[OH:39][S:37]([OH:40])(=[O:38])=[O:36]. The catalyst class is: 32. (6) Reactant: [CH3:1][S:2]([C:5]1[CH:6]=[CH:7][C:8]([C@@H:11]([OH:21])[C@H:12]([NH:15][C:16]([CH:18]([Cl:20])[Cl:19])=[O:17])[CH2:13][OH:14])=[CH:9][CH:10]=1)(=[O:4])=[O:3].C(N(CC)CC)C.[CH3:29][C:30]([CH3:32])=O. Product: [Cl:19][CH:18]([Cl:20])[C:16]([N:15]1[C@H:12]([CH2:13][OH:14])[C@@H:11]([C:8]2[CH:7]=[CH:6][C:5]([S:2]([CH3:1])(=[O:3])=[O:4])=[CH:10][CH:9]=2)[O:21][C:30]1([CH3:32])[CH3:29])=[O:17]. The catalyst class is: 11.